Task: Predict the reaction yield, written as a fraction of the theoretical maximum amount of product (1.0 means a 100% yield; for example, 0.34 means a 34% yield).. Dataset: Reaction yield outcomes from USPTO patents with 853,638 reactions (1) The reactants are [I:1][C:2]1[CH:7]=[CH:6][C:5]([NH2:8])=[CH:4][CH:3]=1.CC(O)=O.[C:13]([O:17][C:18](=[O:28])[NH:19][CH:20]1[CH2:25][CH2:24][CH:23]([CH:26]=O)[CH2:22][CH2:21]1)([CH3:16])([CH3:15])[CH3:14].[BH-](OC(C)=O)(OC(C)=O)OC(C)=O.[Na+]. The catalyst is C(Cl)Cl.CCOCC. The product is [C:13]([O:17][C:18](=[O:28])[NH:19][C@H:20]1[CH2:21][CH2:22][C@H:23]([CH2:26][NH:8][C:5]2[CH:6]=[CH:7][C:2]([I:1])=[CH:3][CH:4]=2)[CH2:24][CH2:25]1)([CH3:16])([CH3:14])[CH3:15]. The yield is 0.790. (2) The reactants are [I:1][CH2:2][C:3]([NH2:5])=[O:4].[O:6]1[CH:10]2[O:11][CH2:12][CH2:13][N:9]2[CH2:8][CH2:7]1. The catalyst is CO. The product is [I-:1].[NH2:5][C:3](=[O:4])[CH2:2][N+:9]12[CH2:13][CH2:12][O:11][CH:10]1[O:6][CH2:7][CH2:8]2. The yield is 0.680. (3) The reactants are C([O:3][C:4]([C:6]1[C:15](=[O:16])[C:14]2[C:9](=[CH:10][CH:11]=[CH:12][N:13]=2)[N:8]([CH2:17][C:18]2[CH:23]=[CH:22][CH:21]=[CH:20][C:19]=2[C:24]2[CH:29]=[CH:28][CH:27]=[CH:26][CH:25]=2)[CH:7]=1)=[O:5])C.O[Li].O.Cl. The catalyst is CO.O. The product is [C:19]1([C:24]2[CH:29]=[CH:28][CH:27]=[CH:26][CH:25]=2)[CH:20]=[CH:21][CH:22]=[CH:23][C:18]=1[CH2:17][N:8]1[C:9]2[C:14](=[N:13][CH:12]=[CH:11][CH:10]=2)[C:15](=[O:16])[C:6]([C:4]([OH:5])=[O:3])=[CH:7]1. The yield is 0.110. (4) The reactants are C1(P(C2C=CC=CC=2)C2C=CC=CC=2)C=CC=CC=1.[C:20]([O:24][C:25]([N:27]1[CH2:32][CH2:31][CH:30]([CH2:33][CH2:34]O)[CH2:29][CH2:28]1)=[O:26])([CH3:23])([CH3:22])[CH3:21].[Br:36]C(Br)(Br)Br. The catalyst is ClCCl.CCCCCC. The product is [C:20]([O:24][C:25]([N:27]1[CH2:32][CH2:31][CH:30]([CH2:33][CH2:34][Br:36])[CH2:29][CH2:28]1)=[O:26])([CH3:23])([CH3:22])[CH3:21]. The yield is 0.870. (5) The catalyst is COCCOC.C1C=CC(/C=C/C(/C=C/C2C=CC=CC=2)=O)=CC=1.C1C=CC(/C=C/C(/C=C/C2C=CC=CC=2)=O)=CC=1.C1C=CC(/C=C/C(/C=C/C2C=CC=CC=2)=O)=CC=1.[Pd].[Pd]. The yield is 0.0800. The reactants are [NH2:1][C:2]1[CH:7]=[CH:6][C:5]([N:8]2[CH2:13][CH2:12][N:11]([C:14]([O:16][C:17]([CH3:20])([CH3:19])[CH3:18])=[O:15])[CH2:10][CH2:9]2)=[CH:4][CH:3]=1.Cl[C:22]1[N:27]=[C:26]([C:28]#[C:29][C:30]2[CH:35]=[CH:34][CH:33]=[CH:32][C:31]=2[CH2:36][C:37]([O-:39])=[O:38])[C:25]([CH3:40])=[CH:24][N:23]=1.[CH3:41]C1(C)C2C(=C(P(C3C=CC=CC=3)C3C=CC=CC=3)C=CC=2)OC2C(P(C3C=CC=CC=3)C3C=CC=CC=3)=CC=CC1=2.C([O-])([O-])=O.[Na+].[Na+]. The product is [CH3:41][O:39][C:37](=[O:38])[CH2:36][C:31]1[CH:32]=[CH:33][CH:34]=[CH:35][C:30]=1[C:29]#[C:28][C:26]1[C:25]([CH3:40])=[CH:24][N:23]=[C:22]([NH:1][C:2]2[CH:7]=[CH:6][C:5]([N:8]3[CH2:13][CH2:12][N:11]([C:14]([O:16][C:17]([CH3:20])([CH3:19])[CH3:18])=[O:15])[CH2:10][CH2:9]3)=[CH:4][CH:3]=2)[N:27]=1.